From a dataset of Reaction yield outcomes from USPTO patents with 853,638 reactions. Predict the reaction yield, written as a fraction of the theoretical maximum amount of product (1.0 means a 100% yield; for example, 0.34 means a 34% yield). (1) The reactants are S(Cl)(Cl)=O.[Br:5][C:6]1[CH:7]=[C:8]([N:12]2[C:20]3[C:15](=[CH:16][C:17]([CH2:21]O)=[CH:18][CH:19]=3)[C:14]([C:23]([O:25][CH3:26])=[O:24])=[N:13]2)[CH:9]=[CH:10][CH:11]=1.[Cl:27]CCl. The product is [Br:5][C:6]1[CH:7]=[C:8]([N:12]2[C:20]3[C:15](=[CH:16][C:17]([CH2:21][Cl:27])=[CH:18][CH:19]=3)[C:14]([C:23]([O:25][CH3:26])=[O:24])=[N:13]2)[CH:9]=[CH:10][CH:11]=1. No catalyst specified. The yield is 0.920. (2) The reactants are [CH:1]([Mg]Cl)([CH3:3])[CH3:2].[O:6]1[CH2:10][CH2:9][CH2:8][CH2:7]1.[OH:11][C:12]1C=CC(C#N)=[N:16][CH:17]=1.Cl.C(=O)([O-])O.[Na+]. The catalyst is C(OCC)(=O)C.O1CCCC1. The product is [OH:11][C:12]1[CH:7]=[CH:8][C:9]([C:10](=[O:6])[CH:1]([CH3:3])[CH3:2])=[N:16][CH:17]=1. The yield is 0.490. (3) The reactants are [Cl:1][C:2]1[CH:7]=[C:6]([Cl:8])[CH:5]=[CH:4][C:3]=1[C:9]1[C:10]([CH2:18][OH:19])=[CH:11][C:12]2[N:13]([CH:15]=[CH:16][N:17]=2)[CH:14]=1. The catalyst is C(Cl)(Cl)Cl.O=[Mn]=O. The product is [Cl:1][C:2]1[CH:7]=[C:6]([Cl:8])[CH:5]=[CH:4][C:3]=1[C:9]1[C:10]([CH:18]=[O:19])=[CH:11][C:12]2[N:13]([CH:15]=[CH:16][N:17]=2)[CH:14]=1. The yield is 0.840. (4) The reactants are [F:1][C:2]1[CH:28]=[C:27]([S:29]([CH3:32])(=[O:31])=[O:30])[C:26]([F:33])=[CH:25][C:3]=1[O:4][C@H:5]1[CH2:10][CH2:9][CH2:8][N:7]([CH:11]2[CH2:16][CH2:15][N:14](C(OC(C)(C)C)=O)[CH2:13][CH2:12]2)[C:6]1=[O:24].Cl.CC(O)C. The catalyst is CO. The product is [F:1][C:2]1[CH:28]=[C:27]([S:29]([CH3:32])(=[O:31])=[O:30])[C:26]([F:33])=[CH:25][C:3]=1[O:4][C@H:5]1[CH2:10][CH2:9][CH2:8][N:7]([CH:11]2[CH2:16][CH2:15][NH:14][CH2:13][CH2:12]2)[C:6]1=[O:24]. The yield is 0.960.